Predict the product of the given reaction. From a dataset of Forward reaction prediction with 1.9M reactions from USPTO patents (1976-2016). (1) The product is: [Cl:1][C:2]1[C:10]([Cl:11])=[CH:9][CH:8]=[CH:7][C:3]=1[C:4]([NH:21][CH2:20][CH:19]([C:16]1[CH:17]=[N:18][C:13]([CH3:12])=[N:14][CH:15]=1)[C:22]1[CH:23]=[CH:24][N:25]=[CH:26][CH:27]=1)=[O:6]. Given the reactants [Cl:1][C:2]1[C:10]([Cl:11])=[CH:9][CH:8]=[CH:7][C:3]=1[C:4]([OH:6])=O.[CH3:12][C:13]1[N:18]=[CH:17][C:16]([CH:19]([C:22]2[CH:27]=[CH:26][N:25]=[CH:24][CH:23]=2)[CH2:20][NH2:21])=[CH:15][N:14]=1, predict the reaction product. (2) Given the reactants [Br:1]N1C(=O)CCC1=O.[F:9][C:10]1[CH:15]=[CH:14][C:13]([NH2:16])=[C:12]([CH3:17])[CH:11]=1.O.C(OCC)(=O)C, predict the reaction product. The product is: [Br:1][C:14]1[CH:15]=[C:10]([F:9])[CH:11]=[C:12]([CH3:17])[C:13]=1[NH2:16]. (3) Given the reactants C([O:14][C:15]([C:17]1([O:20]/[N:21]=[C:22](/[C:42]2[N:43]=[C:44]([NH:47]C(OC(C)(C)C)=O)[S:45][CH:46]=2)\[C:23]([NH:25][C@H:26]2[C@@H:29]([CH2:30][N:31]3[CH2:35][CH2:34][NH:33][C:32]3=[O:36])[N:28]([S:37]([OH:40])(=[O:39])=[O:38])[C:27]2=[O:41])=[O:24])[CH2:19][CH2:18]1)=[O:16])(C1C=CC=CC=1)C1C=CC=CC=1.C(OC(C1(O/N=C(/C2N=C(NC(OC(C)(C)C)=O)SC=2)\C(N[C@H]2[C@@H](CN3CCNC(=O)N3)N(S(O)(=O)=O)C2=O)=O)CC1)=O)(C1C=CC=CC=1)C1C=CC=CC=1.C(O)(C(F)(F)F)=O, predict the reaction product. The product is: [NH2:47][C:44]1[S:45][CH:46]=[C:42](/[C:22](=[N:21]/[O:20][C:17]2([C:15]([OH:16])=[O:14])[CH2:18][CH2:19]2)/[C:23](=[O:24])[NH:25][C@H:26]2[C@@H:29]([CH2:30][N:31]3[CH2:35][CH2:34][NH:33][C:32]3=[O:36])[N:28]([S:37]([OH:40])(=[O:39])=[O:38])[C:27]2=[O:41])[N:43]=1. (4) Given the reactants [OH:1][C@@H:2]1[CH2:7][CH2:6][CH2:5][C@H:4]([C:8]([O:10][CH2:11][C:12]2[CH:17]=[CH:16][CH:15]=[CH:14][CH:13]=2)=[O:9])[CH2:3]1, predict the reaction product. The product is: [OH:1][C@H:2]1[CH2:7][CH2:6][CH2:5][C@@H:4]([C:8]([O:10][CH2:11][C:12]2[CH:13]=[CH:14][CH:15]=[CH:16][CH:17]=2)=[O:9])[CH2:3]1. (5) Given the reactants [CH3:1][C:2]1[C:6]([CH3:7])=[C:5]([NH:8][C:9](=[O:16])OCC(Cl)(Cl)Cl)[O:4][N:3]=1.[C:17]1([C:23]2[N:24]=[C:25]([CH:28]3[CH2:33][CH2:32][NH:31][CH2:30][CH2:29]3)[S:26][CH:27]=2)[CH:22]=[CH:21][CH:20]=[CH:19][CH:18]=1.C(N(C(C)C)CC)(C)C.O, predict the reaction product. The product is: [CH3:1][C:2]1[C:6]([CH3:7])=[C:5]([NH:8][C:9]([N:31]2[CH2:30][CH2:29][CH:28]([C:25]3[S:26][CH:27]=[C:23]([C:17]4[CH:22]=[CH:21][CH:20]=[CH:19][CH:18]=4)[N:24]=3)[CH2:33][CH2:32]2)=[O:16])[O:4][N:3]=1. (6) Given the reactants [C:1]([O:5][C:6]([N:8]1[CH2:13][CH:12]=[C:11]([C:14]2[CH:19]=[CH:18][C:17](Br)=[CH:16][CH:15]=2)[CH2:10][CH2:9]1)=[O:7])([CH3:4])([CH3:3])[CH3:2].[CH2:21]([NH2:28])[C:22]1[CH:27]=[CH:26][CH:25]=[CH:24][CH:23]=1.CC(C)([O-])C.[Na+], predict the reaction product. The product is: [C:1]([O:5][C:6]([N:8]1[CH2:13][CH:12]=[C:11]([C:14]2[CH:19]=[CH:18][C:17]([NH:28][CH2:21][C:22]3[CH:27]=[CH:26][CH:25]=[CH:24][CH:23]=3)=[CH:16][CH:15]=2)[CH2:10][CH2:9]1)=[O:7])([CH3:4])([CH3:3])[CH3:2]. (7) Given the reactants [C:1]([C:3]1[C:12]2[C:7](=[CH:8][CH:9]=[C:10]([O:13][C:14]3[CH:19]=[CH:18][CH:17]=[CH:16][CH:15]=3)[CH:11]=2)[C:6]([OH:20])=[C:5]([C:21]([NH:23][C@H:24]([CH2:31][C:32]2[CH:37]=[CH:36][CH:35]=[CH:34][CH:33]=2)[C@H:25]([OH:30])[C:26]([O:28]C)=[O:27])=[O:22])[N:4]=1)#[N:2].O.CCOC(C)=O.Cl, predict the reaction product. The product is: [C:1]([C:3]1[C:12]2[C:7](=[CH:8][CH:9]=[C:10]([O:13][C:14]3[CH:15]=[CH:16][CH:17]=[CH:18][CH:19]=3)[CH:11]=2)[C:6]([OH:20])=[C:5]([C:21]([NH:23][C@H:24]([CH2:31][C:32]2[CH:37]=[CH:36][CH:35]=[CH:34][CH:33]=2)[C@H:25]([OH:30])[C:26]([OH:28])=[O:27])=[O:22])[N:4]=1)#[N:2]. (8) Given the reactants [CH2:1]([S:8](Cl)(=[O:10])=[O:9])[C:2]1[CH:7]=[CH:6][CH:5]=[CH:4][CH:3]=1.[C:12]([O:16][C:17]([N:19]1[CH2:24][CH2:23][CH:22]([CH2:25][CH2:26][O:27][C:28]2[C:33]([NH2:34])=[C:32]([NH:35][CH2:36][CH:37]3[CH2:45][CH2:44][C:40]4([CH2:43][CH2:42][CH2:41]4)[CH2:39][CH2:38]3)[N:31]=[C:30]([C:46]#[N:47])[N:29]=2)[CH2:21][CH2:20]1)=[O:18])([CH3:15])([CH3:14])[CH3:13].N1C=CC=CC=1, predict the reaction product. The product is: [C:12]([O:16][C:17]([N:19]1[CH2:24][CH2:23][CH:22]([CH2:25][CH2:26][O:27][C:28]2[C:33]([NH:34][S:8]([CH2:1][C:2]3[CH:7]=[CH:6][CH:5]=[CH:4][CH:3]=3)(=[O:10])=[O:9])=[C:32]([NH:35][CH2:36][CH:37]3[CH2:45][CH2:44][C:40]4([CH2:43][CH2:42][CH2:41]4)[CH2:39][CH2:38]3)[N:31]=[C:30]([C:46]#[N:47])[N:29]=2)[CH2:21][CH2:20]1)=[O:18])([CH3:15])([CH3:13])[CH3:14].